From a dataset of Peptide-MHC class I binding affinity with 185,985 pairs from IEDB/IMGT. Regression. Given a peptide amino acid sequence and an MHC pseudo amino acid sequence, predict their binding affinity value. This is MHC class I binding data. (1) The peptide sequence is SRWGYQVKH. The MHC is HLA-B44:02 with pseudo-sequence HLA-B44:02. The binding affinity (normalized) is 0.0847. (2) The peptide sequence is FRDRGQHVL. The MHC is HLA-B27:20 with pseudo-sequence HLA-B27:20. The binding affinity (normalized) is 1.00.